Dataset: Forward reaction prediction with 1.9M reactions from USPTO patents (1976-2016). Task: Predict the product of the given reaction. (1) Given the reactants N#N.[CH:3](/[C:11]1[O:12][CH:13]=[C:14]([C:16](OCC)=[O:17])[N:15]=1)=[CH:4]\[C:5]1[CH:10]=[CH:9][CH:8]=[CH:7][CH:6]=1.CC(C[AlH]CC(C)C)C.[C@H](O)(C([O-])=O)[C@@H](O)C([O-])=O.[Na+].[K+], predict the reaction product. The product is: [CH:3](/[C:11]1[O:12][CH:13]=[C:14]([CH2:16][OH:17])[N:15]=1)=[CH:4]\[C:5]1[CH:6]=[CH:7][CH:8]=[CH:9][CH:10]=1. (2) Given the reactants [CH3:1][O:2][CH2:3][CH2:4][N:5]1[CH2:9][C@@H:8]([C:10]2[CH:15]=[CH:14][CH:13]=[CH:12][CH:11]=2)[C@H:7](C(O)=O)[CH2:6]1.C1(P([N:33]=[N+]=[N-])(C2C=CC=CC=2)=O)C=CC=CC=1.[CH2:36]([OH:43])[C:37]1[CH:42]=[CH:41][CH:40]=[CH:39][CH:38]=1.CCO[C:47](C)=[O:48], predict the reaction product. The product is: [CH3:1][O:2][CH2:3][CH2:4][N:5]1[CH2:9][C@@H:8]([C:10]2[CH:11]=[CH:12][CH:13]=[CH:14][CH:15]=2)[C@H:7]([NH:33][C:47](=[O:48])[O:43][CH2:36][C:37]2[CH:42]=[CH:41][CH:40]=[CH:39][CH:38]=2)[CH2:6]1. (3) The product is: [CH2:1]([O:8][C@@H:9]1[CH2:13][CH2:12][CH2:11][C@H:10]1[N:14]1[C:15]2[C:16]3[CH:37]=[CH:36][NH:35][C:17]=3[N:18]=[CH:19][C:20]=2[CH2:21][N:22]([C:23]2[C:24]([F:34])=[C:25]([O:32][CH3:33])[CH:26]=[C:27]([O:30][CH3:31])[C:28]=2[F:29])[C:39]1=[O:38])[C:2]1[CH:7]=[CH:6][CH:5]=[CH:4][CH:3]=1. Given the reactants [CH2:1]([O:8][C@@H:9]1[CH2:13][CH2:12][CH2:11][C@H:10]1[NH:14][C:15]1[C:16]2[CH:37]=[CH:36][NH:35][C:17]=2[N:18]=[CH:19][C:20]=1[CH2:21][NH:22][C:23]1[C:28]([F:29])=[C:27]([O:30][CH3:31])[CH:26]=[C:25]([O:32][CH3:33])[C:24]=1[F:34])[C:2]1[CH:7]=[CH:6][CH:5]=[CH:4][CH:3]=1.[O:38]1CCC[CH2:39]1.C(N(CC)CC)C.ClC(Cl)(OC(=O)OC(Cl)(Cl)Cl)Cl.[OH-].[Na+], predict the reaction product. (4) Given the reactants [Cl:1][C:2]1[C:3]([F:14])=[CH:4][C:5](I)=[C:6]([NH:8][S:9]([CH3:12])(=[O:11])=[O:10])[CH:7]=1.C(N(CC)CC)C.[CH2:22]([S:24][CH2:25][C:26]([CH3:30])([OH:29])[C:27]#[CH:28])[CH3:23], predict the reaction product. The product is: [Cl:1][C:2]1[CH:7]=[C:6]2[C:5]([CH:28]=[C:27]([C:26]([OH:29])([CH3:30])[CH2:25][S:24][CH2:22][CH3:23])[N:8]2[S:9]([CH3:12])(=[O:11])=[O:10])=[CH:4][C:3]=1[F:14]. (5) Given the reactants [OH:1][C:2]([C:15]([F:18])([F:17])[F:16])([CH2:5][C:6]([CH3:14])([C:8]1[CH:13]=[CH:12][CH:11]=[CH:10][CH:9]=1)[CH3:7])[CH:3]=O.[NH2:19][C:20]1[CH:29]=[CH:28][CH:27]=[C:26]2[C:21]=1[CH:22]=[CH:23][C:24]([CH3:30])=[N:25]2.O, predict the reaction product. The product is: [F:16][C:15]([F:18])([F:17])[C:2]([CH:3]=[N:19][C:20]1[CH:29]=[CH:28][CH:27]=[C:26]2[C:21]=1[CH:22]=[CH:23][C:24]([CH3:30])=[N:25]2)([OH:1])[CH2:5][C:6]([C:8]1[CH:13]=[CH:12][CH:11]=[CH:10][CH:9]=1)([CH3:14])[CH3:7].